Dataset: Catalyst prediction with 721,799 reactions and 888 catalyst types from USPTO. Task: Predict which catalyst facilitates the given reaction. Reactant: [CH2:1]([CH:3]1[C:11]2[C:6](=[CH:7][CH:8]=[C:9]([C:12]3[CH:13]=[N:14][N:15]([CH3:17])[CH:16]=3)[CH:10]=2)[NH:5][CH2:4]1)[CH3:2].Br[C:19]1[C:23]2[CH2:24][N:25]([C:28](=[O:30])[CH3:29])[CH2:26][CH2:27][C:22]=2[N:21]([CH:31]2[CH2:34][O:33][CH2:32]2)[N:20]=1.C(O[Na])(C)(C)C.COC(C)(C)C.C1(P(C2CCCCC2)C2C=CC=CC=2C2C(OC(C)C)=CC=CC=2OC(C)C)CCCCC1. Product: [CH2:1]([CH:3]1[C:11]2[C:6](=[CH:7][CH:8]=[C:9]([C:12]3[CH:13]=[N:14][N:15]([CH3:17])[CH:16]=3)[CH:10]=2)[N:5]([C:19]2[C:23]3[CH2:24][N:25]([C:28](=[O:30])[CH3:29])[CH2:26][CH2:27][C:22]=3[N:21]([CH:31]3[CH2:32][O:33][CH2:34]3)[N:20]=2)[CH2:4]1)[CH3:2]. The catalyst class is: 38.